Dataset: Forward reaction prediction with 1.9M reactions from USPTO patents (1976-2016). Task: Predict the product of the given reaction. (1) The product is: [F:15][C:10]1[CH:9]=[CH:8][C:7]2[N:6]([CH2:16][C@@H:17]([OH:18])[CH2:19][NH:20][CH2:21][C@H:22]([NH:24][C:25](=[O:31])[O:26][C:27]([CH3:30])([CH3:29])[CH3:28])[CH3:23])[C:5]3[C:13]([C:12]=2[CH:11]=1)=[CH:14][C:2]([F:1])=[CH:3][CH:4]=3. Given the reactants [F:1][C:2]1[CH:3]=[CH:4][C:5]2[N:6]([CH2:16][C@@H:17]3[CH2:19][O:18]3)[C:7]3[C:12]([C:13]=2[CH:14]=1)=[CH:11][C:10]([F:15])=[CH:9][CH:8]=3.[NH2:20][CH2:21][C@H:22]([NH:24][C:25](=[O:31])[O:26][C:27]([CH3:30])([CH3:29])[CH3:28])[CH3:23], predict the reaction product. (2) The product is: [CH:11]1([CH2:14][O:1][C:2]2[CH:7]=[CH:6][C:5]([N+:8]([O-:10])=[O:9])=[CH:4][N:3]=2)[CH2:13][CH2:12]1. Given the reactants [OH:1][C:2]1[CH:7]=[CH:6][C:5]([N+:8]([O-:10])=[O:9])=[CH:4][N:3]=1.[CH:11]1([CH2:14]Br)[CH2:13][CH2:12]1, predict the reaction product. (3) Given the reactants [CH2:1]([C:5]1[N:10]2[N:11]=[CH:12][N:13]=[C:9]2[N:8]([C@H:14]2[CH2:19][CH2:18][C@H:17]([OH:20])[CH2:16][CH2:15]2)[C:7](=[O:21])[C:6]=1[CH2:22][C:23]1[CH:28]=[CH:27][C:26]([C:29]2[C:30]([C:35]#[N:36])=[CH:31][CH:32]=[CH:33][CH:34]=2)=[CH:25][C:24]=1[F:37])[CH2:2][CH2:3][CH3:4].[N+](=[CH:40][C:41]([O:43][CH2:44][CH3:45])=[O:42])=[N-].O, predict the reaction product. The product is: [CH2:44]([O:43][C:41](=[O:42])[CH2:40][O:20][C@H:17]1[CH2:18][CH2:19][C@H:14]([N:8]2[C:7](=[O:21])[C:6]([CH2:22][C:23]3[CH:28]=[CH:27][C:26]([C:29]4[CH:34]=[CH:33][CH:32]=[CH:31][C:30]=4[C:35]#[N:36])=[CH:25][C:24]=3[F:37])=[C:5]([CH2:1][CH2:2][CH2:3][CH3:4])[N:10]3[N:11]=[CH:12][N:13]=[C:9]23)[CH2:15][CH2:16]1)[CH3:45]. (4) Given the reactants [F:1][C:2]1[CH:3]=[C:4]([CH:10]([CH2:17][CH:18]2[CH2:23][CH2:22][O:21][CH2:20][CH2:19]2)[C:11](N(OC)C)=[O:12])[CH:5]=[CH:6][C:7]=1[S:8][CH3:9].[CH:24]([Mg]Br)=[CH2:25].Cl, predict the reaction product. The product is: [F:1][C:2]1[CH:3]=[C:4]([CH:10]([CH2:17][CH:18]2[CH2:19][CH2:20][O:21][CH2:22][CH2:23]2)[C:11](=[O:12])[CH:24]=[CH2:25])[CH:5]=[CH:6][C:7]=1[S:8][CH3:9].